This data is from Full USPTO retrosynthesis dataset with 1.9M reactions from patents (1976-2016). The task is: Predict the reactants needed to synthesize the given product. (1) Given the product [F:42][C:39]([F:40])([F:41])[CH2:38][NH:37][S:34]([C:30]1[CH:29]=[C:28]([NH:27][C:12]([C:11]2[CH:10]=[N:9][N:8]3[C:3]([C:2]([F:25])([F:1])[F:26])=[CH:4][C:5]([C:15]4[CH:20]=[CH:19][C:18]([C:21]([F:22])([F:23])[F:24])=[CH:17][CH:16]=4)=[N:6][C:7]=23)=[O:13])[CH:33]=[CH:32][CH:31]=1)(=[O:36])=[O:35], predict the reactants needed to synthesize it. The reactants are: [F:1][C:2]([F:26])([F:25])[C:3]1[N:8]2[N:9]=[CH:10][C:11]([C:12](O)=[O:13])=[C:7]2[N:6]=[C:5]([C:15]2[CH:20]=[CH:19][C:18]([C:21]([F:24])([F:23])[F:22])=[CH:17][CH:16]=2)[CH:4]=1.[NH2:27][C:28]1[CH:29]=[C:30]([S:34]([NH:37][CH2:38][C:39]([F:42])([F:41])[F:40])(=[O:36])=[O:35])[CH:31]=[CH:32][CH:33]=1. (2) The reactants are: [OH:1][C:2]1[C:11]2[C:6](=[CH:7][CH:8]=[C:9]([O:12][C:13]3[CH:18]=[CH:17][C:16]([O:19][CH3:20])=[CH:15][CH:14]=3)[CH:10]=2)[C:5]([CH3:21])=[N:4][C:3]=1[C:22](OC)=[O:23].[NH2:26][CH2:27][C:28]([OH:30])=[O:29].C[O-].[Na+]. Given the product [OH:1][C:2]1[C:11]2[C:6](=[CH:7][CH:8]=[C:9]([O:12][C:13]3[CH:14]=[CH:15][C:16]([O:19][CH3:20])=[CH:17][CH:18]=3)[CH:10]=2)[C:5]([CH3:21])=[N:4][C:3]=1[C:22]([NH:26][CH2:27][C:28]([OH:30])=[O:29])=[O:23], predict the reactants needed to synthesize it. (3) The reactants are: Br[C:2]1[N:6]([CH:7]([CH3:9])[CH3:8])[C:5]2[CH:10]([C:25]3[CH:30]=[CH:29][C:28]([Cl:31])=[CH:27][CH:26]=3)[N:11]([C:14]3[CH:15]=[C:16]([CH3:24])[C:17]4[N:18]([C:20]([CH3:23])=[N:21][N:22]=4)[CH:19]=3)[C:12](=[O:13])[C:4]=2[N:3]=1.C([Sn](CCCC)(CCCC)[C:37]1[O:38][CH:39]=[CH:40][N:41]=1)CCC. Given the product [Cl:31][C:28]1[CH:29]=[CH:30][C:25]([CH:10]2[C:5]3[N:6]([CH:7]([CH3:9])[CH3:8])[C:2]([C:37]4[O:38][CH:39]=[CH:40][N:41]=4)=[N:3][C:4]=3[C:12](=[O:13])[N:11]2[C:14]2[CH:15]=[C:16]([CH3:24])[C:17]3[N:18]([C:20]([CH3:23])=[N:21][N:22]=3)[CH:19]=2)=[CH:26][CH:27]=1, predict the reactants needed to synthesize it. (4) Given the product [Br:28][C:29]1[CH:37]=[CH:36][CH:35]=[CH:34][C:30]=1[C:31]1[NH:27][C:20]2[CH:25]=[CH:24][CH:23]=[CH:22][C:21]=2[N:26]=1, predict the reactants needed to synthesize it. The reactants are: CS(O)(=O)=O.O=P12OP3(OP(OP(O3)(O1)=O)(=O)O2)=O.[C:20]1([NH2:27])[CH:25]=[CH:24][CH:23]=[CH:22][C:21]=1[NH2:26].[Br:28][C:29]1[CH:37]=[CH:36][CH:35]=[CH:34][C:30]=1[C:31](O)=O.C(=O)([O-])[O-].[Na+].[Na+]. (5) Given the product [Cl:39][C:33]1[CH:32]=[C:31]([NH:1][C:2]2[CH:10]=[C:9]([CH3:11])[C:8]3[NH:7][C@H:6]4[CH2:19][CH2:20][NH:21][CH2:22][C@H:5]4[C:4]=3[CH:3]=2)[CH:38]=[CH:37][C:34]=1[C:35]#[N:36], predict the reactants needed to synthesize it. The reactants are: [NH2:1][C:2]1[CH:10]=[C:9]([CH3:11])[C:8]2[N:7](C(OC(C)(C)C)=O)[C@H:6]3[CH2:19][CH2:20][N:21](C(OC(C)(C)C)=O)[CH2:22][C@H:5]3[C:4]=2[CH:3]=1.Br[C:31]1[CH:38]=[CH:37][C:34]([C:35]#[N:36])=[C:33]([Cl:39])[CH:32]=1. (6) Given the product [NH2:12][C@@H:13]([C:24]([OH:26])=[O:25])[CH2:14][C:15]1[C:23]2[C:18](=[CH:19][CH:20]=[CH:21][CH:22]=2)[NH:17][CH:16]=1, predict the reactants needed to synthesize it. The reactants are: P([O-])([O-])([O-])=O.[K+].[K+].[K+].C([NH:12][CH:13]([C:24]([OH:26])=[O:25])[CH2:14][C:15]1[C:23]2[C:18](=[CH:19][CH:20]=[CH:21][CH:22]=2)[NH:17][CH:16]=1)(=O)C.